This data is from Reaction yield outcomes from USPTO patents with 853,638 reactions. The task is: Predict the reaction yield, written as a fraction of the theoretical maximum amount of product (1.0 means a 100% yield; for example, 0.34 means a 34% yield). The reactants are [NH2:1][C:2]1[CH:10]=[CH:9][C:5]([C:6](O)=O)=[CH:4][C:3]=1[SH:11].[N+:12]([C:15]1[CH:23]=[CH:22][C:18]([C:19](Cl)=O)=[CH:17][CH:16]=1)([O-:14])=[O:13]. The catalyst is N1C=CC=CC=1. The product is [N+:12]([C:15]1[CH:23]=[CH:22][C:18]([C:19]2[S:11][C:3]3[CH:4]=[C:5]([C:6]4[S:11][C:3]5[CH:4]=[CH:5][CH:9]=[CH:10][C:2]=5[N:1]=4)[CH:9]=[CH:10][C:2]=3[N:1]=2)=[CH:17][CH:16]=1)([O-:14])=[O:13]. The yield is 0.830.